Dataset: Catalyst prediction with 721,799 reactions and 888 catalyst types from USPTO. Task: Predict which catalyst facilitates the given reaction. (1) Reactant: [NH2:1][C:2]1[N:3]([C:20]2[CH:25]=[C:24]([O:26]CC3C=CC=CC=3)[CH:23]=[CH:22][C:21]=2[CH3:34])[N:4]=[C:5]2[C:14]3[CH:13]=[C:12]([O:15][CH3:16])[C:11]([O:17][CH3:18])=[CH:10][C:9]=3[NH:8][C:7](=[O:19])[C:6]=12.CO.[H][H]. Product: [NH2:1][C:2]1[N:3]([C:20]2[CH:25]=[C:24]([OH:26])[CH:23]=[CH:22][C:21]=2[CH3:34])[N:4]=[C:5]2[C:14]3[CH:13]=[C:12]([O:15][CH3:16])[C:11]([O:17][CH3:18])=[CH:10][C:9]=3[NH:8][C:7](=[O:19])[C:6]=12. The catalyst class is: 153. (2) Reactant: [Cl:1][C:2]1[CH:3]=[N:4][CH:5]=[C:6]([CH:10]=1)[C:7](O)=[O:8].ClC(OC)=O.[H-].[Al+3].[Li+].[H-].[H-].[H-]. Product: [Cl:1][C:2]1[CH:10]=[C:6]([CH2:7][OH:8])[CH:5]=[N:4][CH:3]=1. The catalyst class is: 56. (3) Reactant: [F:1][C:2]1[CH:7]=[C:6]([I:8])[CH:5]=[CH:4][C:3]=1[NH:9][C:10]1[C:11]([C:18]([OH:20])=O)=[N:12][N:13]([CH3:17])[C:14](=[O:16])[CH:15]=1.CN(C)C=O.C(Cl)(=O)CC([Cl:30])=O. Product: [F:1][C:2]1[CH:7]=[C:6]([I:8])[CH:5]=[CH:4][C:3]=1[NH:9][C:10]1[C:11]([C:18]([Cl:30])=[O:20])=[N:12][N:13]([CH3:17])[C:14](=[O:16])[CH:15]=1. The catalyst class is: 4. (4) The catalyst class is: 31. Reactant: [CH3:1][N:2]1[C:6]2[CH:7]=[CH:8][CH:9]=[CH:10][C:5]=2[N:4]=[C:3]1[CH2:11][CH2:12][C:13]([N:15]1[CH2:22][CH2:21][CH2:20][C@H:16]1[C:17](O)=[O:18])=[O:14].[F:23][CH:24]([F:33])[CH:25]([NH2:32])[C:26]1[CH:31]=[CH:30][CH:29]=[CH:28][CH:27]=1.C(N(CC)CC)C.C(Cl)CCl.C1C=CC2N(O)N=NC=2C=1. Product: [F:23][CH:24]([F:33])[CH:25]([NH:32][C:17](=[O:18])[C@@H:16]1[CH2:20][CH2:21][CH2:22][N:15]1[C:13](=[O:14])[CH2:12][CH2:11][C:3]1[N:2]([CH3:1])[C:6]2[CH:7]=[CH:8][CH:9]=[CH:10][C:5]=2[N:4]=1)[C:26]1[CH:31]=[CH:30][CH:29]=[CH:28][CH:27]=1. (5) Reactant: [Cl:1][C:2]1[N:10]=[C:9]2[C:5]([NH:6][CH:7]=[N:8]2)=[C:4](Cl)[N:3]=1.[CH2:12]([C:15]1[NH:16][CH:17]=[CH:18][N:19]=1)[CH2:13][CH3:14]. Product: [Cl:1][C:2]1[N:10]=[C:9]2[C:5]([NH:6][CH:7]=[N:8]2)=[C:4]([N:16]2[CH:17]=[CH:18][N:19]=[C:15]2[CH2:12][CH2:13][CH3:14])[N:3]=1. The catalyst class is: 3. (6) Reactant: FC(F)(F)C(OC(=O)C(F)(F)F)=O.[C:14]([C:17]1[N:18]=[C:19]([CH2:22][C@H:23]2[C@H:29]([C:30]3[CH:35]=[CH:34][C:33]([Cl:36])=[C:32]([Cl:37])[CH:31]=3)[O:28][CH2:27][CH2:26][N:25]([C:38]([O:40][C:41]([CH3:44])([CH3:43])[CH3:42])=[O:39])[CH2:24]2)[S:20][CH:21]=1)(=O)[NH2:15].N1C=CC=CC=1.C(N(CC)CC)C.C(=O)([O-])O.[Na+]. Product: [C:14]([C:17]1[N:18]=[C:19]([CH2:22][C@H:23]2[C@H:29]([C:30]3[CH:35]=[CH:34][C:33]([Cl:36])=[C:32]([Cl:37])[CH:31]=3)[O:28][CH2:27][CH2:26][N:25]([C:38]([O:40][C:41]([CH3:44])([CH3:43])[CH3:42])=[O:39])[CH2:24]2)[S:20][CH:21]=1)#[N:15]. The catalyst class is: 1.